Task: Predict the reactants needed to synthesize the given product.. Dataset: Full USPTO retrosynthesis dataset with 1.9M reactions from patents (1976-2016) (1) Given the product [O:13]=[C:11]1[CH2:10][O:9][C:8]2[C:3]([S:22]([Cl:1])(=[O:24])=[O:23])=[CH:4][CH:5]=[CH:6][C:7]=2[NH:12]1, predict the reactants needed to synthesize it. The reactants are: [ClH:1].N[C:3]1[C:8]2[O:9][CH2:10][C:11](=[O:13])[NH:12][C:7]=2[CH:6]=[CH:5][CH:4]=1.C(O)(=O)C.N([O-])=O.[Na+].[S:22](=[O:24])=[O:23]. (2) Given the product [OH:48][C:45]1[CH:46]=[CH:47][C:42]([CH2:41][NH:40][C:5]2[N:10]=[C:9]([NH:11][C:12]3[CH:24]=[CH:23][C:15]([C:16]([O:18][C:19]([CH3:22])([CH3:21])[CH3:20])=[O:17])=[CH:14][CH:13]=3)[CH:8]=[C:7]([O:25][CH2:26][C:27]([F:30])([F:29])[F:28])[N:6]=2)=[CH:43][CH:44]=1, predict the reactants needed to synthesize it. The reactants are: CS([C:5]1[N:10]=[C:9]([NH:11][C:12]2[CH:24]=[CH:23][C:15]([C:16]([O:18][C:19]([CH3:22])([CH3:21])[CH3:20])=[O:17])=[CH:14][CH:13]=2)[CH:8]=[C:7]([O:25][CH2:26][C:27]([F:30])([F:29])[F:28])[N:6]=1)(=O)=O.CCN(C(C)C)C(C)C.[NH2:40][CH2:41][C:42]1[CH:47]=[CH:46][C:45]([OH:48])=[CH:44][CH:43]=1. (3) Given the product [Cl:1][C:2]1[C:12]([C:23]2[CH:28]=[N:27][CH:26]=[C:25]([CH2:29][OH:30])[CH:24]=2)=[CH:11][C:5]2[N:6]([CH3:10])[C:7](=[O:9])[O:8][C:4]=2[CH:3]=1, predict the reactants needed to synthesize it. The reactants are: [Cl:1][C:2]1[C:12](B2OC(C)(C)C(C)(C)O2)=[CH:11][C:5]2[N:6]([CH3:10])[C:7](=[O:9])[O:8][C:4]=2[CH:3]=1.Br[C:23]1[CH:24]=[C:25]([CH2:29][OH:30])[CH:26]=[N:27][CH:28]=1.